From a dataset of Full USPTO retrosynthesis dataset with 1.9M reactions from patents (1976-2016). Predict the reactants needed to synthesize the given product. (1) Given the product [Cl:25][C:12]1[O:13][C:9]([C:4]2[CH:5]=[CH:6][C:7]([CH3:8])=[C:2]([F:1])[CH:3]=2)=[C:10]([CH3:14])[N:11]=1, predict the reactants needed to synthesize it. The reactants are: [F:1][C:2]1[CH:3]=[C:4]([C:9]2[O:13][CH:12]=[N:11][C:10]=2[CH3:14])[CH:5]=[CH:6][C:7]=1[CH3:8].[Li+].C[Si]([N-][Si](C)(C)C)(C)C.[Cl:25]C(Cl)(Cl)C(Cl)(Cl)Cl. (2) Given the product [ClH:43].[CH3:1][C@H:2]1[NH:7][C@@H:6]([CH3:15])[CH2:5][N:4]([C:16]2[CH:17]=[C:18]([NH:24][S:25]([C:28]3[CH:33]=[CH:32][C:31]([C:34]4[O:35][C:36]([CH3:39])=[CH:37][CH:38]=4)=[C:30]([F:40])[CH:29]=3)(=[O:26])=[O:27])[C:19]([O:22][CH3:23])=[N:20][CH:21]=2)[CH2:3]1, predict the reactants needed to synthesize it. The reactants are: [CH3:1][C@H:2]1[N:7](CC2C=CC=CC=2)[C@@H:6]([CH3:15])[CH2:5][N:4]([C:16]2[CH:17]=[C:18]([NH:24][S:25]([C:28]3[CH:33]=[CH:32][C:31]([C:34]4[O:35][C:36]([CH3:39])=[CH:37][CH:38]=4)=[C:30]([F:40])[CH:29]=3)(=[O:27])=[O:26])[C:19]([O:22][CH3:23])=[N:20][CH:21]=2)[CH2:3]1.[H][H].[ClH:43]. (3) Given the product [Br:15][CH2:16][CH2:17][CH2:18][C:11]1[CH:12]=[CH:13][C:8]([O:1][C:2]2[CH:7]=[CH:6][CH:5]=[CH:4][CH:3]=2)=[CH:9][CH:10]=1, predict the reactants needed to synthesize it. The reactants are: [O:1]([C:8]1[CH:13]=[CH:12][C:11](O)=[CH:10][CH:9]=1)[C:2]1[CH:7]=[CH:6][CH:5]=[CH:4][CH:3]=1.[Br:15][CH2:16][CH2:17][CH2:18]Br.C(=O)([O-])[O-].[K+].[K+]. (4) Given the product [Cl:16][C:17]1[CH:22]=[CH:21][C:20]([C:23]2([CH2:27][N:11]3[CH2:12][CH2:13][CH2:14][CH:9]([CH2:8][C@@H:7]([C:1]4[CH:2]=[CH:3][CH:4]=[CH:5][CH:6]=4)[OH:15])[CH2:10]3)[CH2:26][CH2:25][CH2:24]2)=[CH:19][CH:18]=1, predict the reactants needed to synthesize it. The reactants are: [C:1]1([C:7](=[O:15])[CH2:8][C@@H:9]2[CH2:14][CH2:13][CH2:12][NH:11][CH2:10]2)[CH:6]=[CH:5][CH:4]=[CH:3][CH:2]=1.[Cl:16][C:17]1[CH:22]=[CH:21][C:20]([C:23]2([C:27](O)=O)[CH2:26][CH2:25][CH2:24]2)=[CH:19][CH:18]=1.CN([P+](Br)(N(C)C)N(C)C)C.F[P-](F)(F)(F)(F)F.C(N(C(C)C)CC)(C)C.[H-].[Al+3].[Li+].[H-].[H-].[H-]. (5) Given the product [C:18]([O:17][C:15]([N:4]1[CH2:3][CH2:2][N:1]([C:7]2[CH:8]=[CH:9][CH:10]=[C:11]([OH:13])[N:12]=2)[CH2:6][CH2:5]1)=[O:14])([CH3:21])([CH3:20])[CH3:19], predict the reactants needed to synthesize it. The reactants are: [N:1]1([C:7]2[N:12]=[C:11]([OH:13])[CH:10]=[CH:9][CH:8]=2)[CH2:6][CH2:5][NH:4][CH2:3][CH2:2]1.[O:14](C(OC(C)(C)C)=O)[C:15]([O:17][C:18]([CH3:21])([CH3:20])[CH3:19])=O.O.